The task is: Predict the reaction yield, written as a fraction of the theoretical maximum amount of product (1.0 means a 100% yield; for example, 0.34 means a 34% yield).. This data is from Reaction yield outcomes from USPTO patents with 853,638 reactions. (1) The reactants are [NH:1]1[C:9]2[C:4](=[CH:5][CH:6]=[CH:7][C:8]=2[C:10]([O:12][CH3:13])=[O:11])[CH:3]=[CH:2]1.N1C2C(=CC=CC=2)C=[C:15]1C(OCC)=O. No catalyst specified. The product is [CH3:15][N:1]1[C:9]2[C:4](=[CH:5][CH:6]=[CH:7][C:8]=2[C:10]([O:12][CH3:13])=[O:11])[CH:3]=[CH:2]1. The yield is 0.900. (2) The reactants are [CH2:1]([O:8][C:9]([NH:11][CH2:12][CH2:13][CH2:14][CH2:15][C:16]1[CH:26]=[CH:25][C:19]([O:20][CH2:21][C:22]([OH:24])=O)=[CH:18][CH:17]=1)=[O:10])[C:2]1[CH:7]=[CH:6][CH:5]=[CH:4][CH:3]=1.[NH2:27][C:28]1[CH:33]=[CH:32][CH:31]=[CH:30][CH:29]=1.CCN=C=NCCCN(C)C.Cl. The catalyst is CN(C1C=CN=CC=1)C.C(Cl)Cl. The product is [CH2:1]([O:8][C:9](=[O:10])[NH:11][CH2:12][CH2:13][CH2:14][CH2:15][C:16]1[CH:17]=[CH:18][C:19]([O:20][CH2:21][C:22](=[O:24])[NH:27][C:28]2[CH:33]=[CH:32][CH:31]=[CH:30][CH:29]=2)=[CH:25][CH:26]=1)[C:2]1[CH:3]=[CH:4][CH:5]=[CH:6][CH:7]=1. The yield is 0.990. (3) The reactants are [CH3:1][O:2][C:3]1[CH:8]=[C:7]([N+:9]([O-])=O)[CH:6]=[CH:5][C:4]=1[N:12]1[CH:16]=[N:15][C:14]([CH3:17])=[N:13]1. The catalyst is [Pd].CO. The product is [CH3:1][O:2][C:3]1[CH:8]=[C:7]([CH:6]=[CH:5][C:4]=1[N:12]1[CH:16]=[N:15][C:14]([CH3:17])=[N:13]1)[NH2:9]. The yield is 0.940. (4) The reactants are [Br:1][C:2]1[CH:3]=[CH:4][C:5]2[S:9](=[O:11])(=[O:10])[N:8]([CH2:12][CH2:13][S:14](Cl)(=[O:16])=[O:15])[CH:7]([CH3:18])[C:6]=2[CH:19]=1.[NH4+:20].[OH-]. The catalyst is CC#N.C(OCC)(=O)C. The product is [Br:1][C:2]1[CH:3]=[CH:4][C:5]2[S:9](=[O:11])(=[O:10])[N:8]([CH2:12][CH2:13][S:14]([NH2:20])(=[O:16])=[O:15])[CH:7]([CH3:18])[C:6]=2[CH:19]=1. The yield is 0.400. (5) The reactants are [O:1]1[CH2:6][CH2:5][N:4]([C:7]2[N:12]=[C:11]([N:13]3[CH2:18][CH2:17][O:16][CH2:15][CH2:14]3)[N:10]=[C:9]([C:19]3[CH:24]=[CH:23][C:22]([NH:25][C:26](=[O:37])[NH:27][C:28]4[CH:36]=[CH:35][C:31]([C:32](O)=[O:33])=[CH:30][CH:29]=4)=[CH:21][CH:20]=3)[N:8]=2)[CH2:3][CH2:2]1.CCN(C(C)C)C(C)C.CN(C(ON1N=NC2C=CC=CC1=2)=[N+](C)C)C.F[P-](F)(F)(F)(F)F.[CH3:71][N:72]([CH3:79])[CH:73]1[CH2:78][CH2:77][NH:76][CH2:75][CH2:74]1. The catalyst is CN1C(=O)CCC1. The product is [CH3:71][N:72]([CH3:79])[CH:73]1[CH2:78][CH2:77][N:76]([C:32]([C:31]2[CH:35]=[CH:36][C:28]([NH:27][C:26]([NH:25][C:22]3[CH:21]=[CH:20][C:19]([C:9]4[N:10]=[C:11]([N:13]5[CH2:18][CH2:17][O:16][CH2:15][CH2:14]5)[N:12]=[C:7]([N:4]5[CH2:3][CH2:2][O:1][CH2:6][CH2:5]5)[N:8]=4)=[CH:24][CH:23]=3)=[O:37])=[CH:29][CH:30]=2)=[O:33])[CH2:75][CH2:74]1. The yield is 0.520. (6) The reactants are [CH3:1][C:2]1[CH:3]=[C:4]([C:8]([OH:10])=O)[O:5][C:6]=1[CH3:7].[CH3:11][O:12][C:13](=[O:20])[C@@H:14]([CH2:16][CH:17]([CH3:19])[CH3:18])[NH2:15]. No catalyst specified. The product is [CH3:7][C:6]1[O:5][C:4]([C:8]([NH:15][C@H:14]([CH2:16][CH:17]([CH3:19])[CH3:18])[C:13]([O:12][CH3:11])=[O:20])=[O:10])=[CH:3][C:2]=1[CH3:1]. The yield is 0.270.